The task is: Predict which catalyst facilitates the given reaction.. This data is from Catalyst prediction with 721,799 reactions and 888 catalyst types from USPTO. (1) Reactant: CN(C=O)C.[N:6]1[CH:11]=[CH:10][CH:9]=[CH:8][C:7]=1[OH:12].Br[CH2:14][CH2:15][CH2:16][CH2:17][Cl:18].C(=O)([O-])[O-].[K+].[K+]. Product: [Cl:18][CH2:17][CH2:16][CH2:15][CH2:14][O:12][C:7]1[CH:8]=[CH:9][CH:10]=[CH:11][N:6]=1. The catalyst class is: 84. (2) Reactant: [Li]C(CC)C.C1CCCCC1.C(=O)=O.CC(C)=O.CN(CCN(C)C)C.[CH2:27]([N:29]([CH:39]([O:44][CH3:45])[C:40]([CH3:43])([CH3:42])[CH3:41])[C:30](=[O:38])[C:31]1[CH:36]=[CH:35][CH:34]=[CH:33][C:32]=1[Cl:37])[CH3:28].[CH3:46][Si:47](Cl)([CH3:49])[CH3:48]. Product: [Cl:37][C:32]1[CH:33]=[CH:34][CH:35]=[C:36]([Si:47]([CH3:49])([CH3:48])[CH3:46])[C:31]=1[C:30]([N:29]([CH2:27][CH3:28])[CH:39]([O:44][CH3:45])[C:40]([CH3:41])([CH3:43])[CH3:42])=[O:38]. The catalyst class is: 1. (3) Reactant: [C:1]([CH:3]1[CH2:8][CH2:7][CH2:6][N:5]([C:9]([O:11][C:12]([CH3:15])([CH3:14])[CH3:13])=[O:10])[CH2:4]1)#[N:2].[H-].[H-].[H-].[H-].[Li+].[Al+3]. Product: [NH2:2][CH2:1][CH:3]1[CH2:8][CH2:7][CH2:6][N:5]([C:9]([O:11][C:12]([CH3:15])([CH3:14])[CH3:13])=[O:10])[CH2:4]1. The catalyst class is: 28. (4) The catalyst class is: 12. Product: [Br:1][C:2]1[CH:3]=[C:4]([NH:25][C:26](=[O:32])[CH2:27][C:28]([OH:30])=[O:29])[CH:5]=[C:6]([Br:24])[C:7]=1[O:8][C:9]1[CH:17]=[CH:16][C:15]2[C:11](=[CH:12][N:13]([C:18]3[CH:19]=[CH:20][CH:21]=[CH:22][CH:23]=3)[N:14]=2)[CH:10]=1. Reactant: [Br:1][C:2]1[CH:3]=[C:4]([NH:25][C:26](=[O:32])[CH2:27][C:28]([O:30]C)=[O:29])[CH:5]=[C:6]([Br:24])[C:7]=1[O:8][C:9]1[CH:17]=[CH:16][C:15]2[C:11](=[CH:12][N:13]([C:18]3[CH:23]=[CH:22][CH:21]=[CH:20][CH:19]=3)[N:14]=2)[CH:10]=1.[OH-].[Na+].Cl. (5) Reactant: [CH3:1][O:2][CH:3]1[C:8](OC)([O:9]C)[CH2:7][CH2:6][O:5][CH2:4]1.Cl. Product: [CH3:1][O:2][CH:3]1[C:8](=[O:9])[CH2:7][CH2:6][O:5][CH2:4]1. The catalyst class is: 20. (6) Reactant: [CH2:1]([O:3][CH2:4][CH2:5][N:6]1[C:14]2[C:9](=[CH:10][CH:11]=[CH:12][CH:13]=2)[C:8]([CH:15]2[CH2:20][CH2:19][NH:18][CH2:17][CH2:16]2)=[CH:7]1)[CH3:2].[C:21]([O:25]CC)(=[O:24])[CH:22]=[CH2:23]. Product: [CH2:1]([O:3][CH2:4][CH2:5][N:6]1[C:14]2[C:9](=[CH:10][CH:11]=[CH:12][CH:13]=2)[C:8]([CH:15]2[CH2:16][CH2:17][N:18]([CH2:23][CH2:22][C:21]([OH:25])=[O:24])[CH2:19][CH2:20]2)=[CH:7]1)[CH3:2]. The catalyst class is: 8. (7) Reactant: [F:1][C:2]1[CH:37]=[C:36]([F:38])[CH:35]=[CH:34][C:3]=1[CH2:4][N:5]([CH2:26][CH2:27][CH2:28][CH2:29][CH2:30][CH2:31][CH2:32][CH3:33])[C:6](=[O:25])[CH2:7][O:8][C:9]1[CH:14]=[CH:13][C:12]([CH2:15][C@H:16]([O:22][CH2:23][CH3:24])[C:17]([O:19]CC)=[O:18])=[CH:11][CH:10]=1.[Li+].[OH-]. Product: [F:1][C:2]1[CH:37]=[C:36]([F:38])[CH:35]=[CH:34][C:3]=1[CH2:4][N:5]([CH2:26][CH2:27][CH2:28][CH2:29][CH2:30][CH2:31][CH2:32][CH3:33])[C:6](=[O:25])[CH2:7][O:8][C:9]1[CH:14]=[CH:13][C:12]([CH2:15][C@H:16]([O:22][CH2:23][CH3:24])[C:17]([OH:19])=[O:18])=[CH:11][CH:10]=1. The catalyst class is: 1. (8) Product: [Cl:35][C:32]1[CH:33]=[CH:34][C:29]([CH2:28][C@H:27]([NH:26][C:19]([O:21][C:22]([CH3:25])([CH3:24])[CH3:23])=[O:20])[C:36]([N:16]2[CH2:17][CH2:18][N:13]([C:8]3[CH:9]=[CH:10][CH:11]=[CH:12][C:7]=3[NH:6][S:3]([CH3:2])(=[O:4])=[O:5])[CH2:14][CH2:15]2)=[O:37])=[CH:30][CH:31]=1.[CH2:45]1[C:47]2[C:66](=[CH:61][CH:62]=[CH:63][CH:64]=2)[CH2:44][C@@H:42]([C:19]([NH:26][C@@H:27]([CH2:28][C:29]2[CH:30]=[CH:31][C:32]([Cl:35])=[CH:33][CH:34]=2)[C:36]([N:16]2[CH2:17][CH2:18][N:13]([C:8]3[CH:9]=[CH:10][CH:11]=[CH:12][C:7]=3[NH:6][S:3]([CH3:2])(=[O:4])=[O:5])[CH2:14][CH2:15]2)=[O:38])=[O:21])[NH:41]1. Reactant: Cl.[CH3:2][S:3]([NH:6][C:7]1[CH:12]=[CH:11][CH:10]=[CH:9][C:8]=1[N:13]1[CH2:18][CH2:17][NH:16][CH2:15][CH2:14]1)(=[O:5])=[O:4].[C:19]([NH:26][C@H:27]([C:36]([OH:38])=[O:37])[CH2:28][C:29]1[CH:34]=[CH:33][C:32]([Cl:35])=[CH:31][CH:30]=1)([O:21][C:22]([CH3:25])([CH3:24])[CH3:23])=[O:20].CC[N:41]([CH:45]([CH3:47])C)[CH:42]([CH3:44])C.CCN=C=NCCCN(C)C.CI.[CH:61]1[CH:66]=N[C:64]2N(O)N=N[C:63]=2[CH:62]=1. The catalyst class is: 3. (9) Reactant: [CH:1]1([N:6]2[C:11](=[O:12])[CH:10]=[C:9]([OH:13])[C:8]([C:14]([NH:16][CH2:17][C:18]3[CH:23]=[CH:22][C:21]([Cl:24])=[C:20]([Cl:25])[CH:19]=3)=[O:15])=[CH:7]2)[CH2:5][CH2:4][CH2:3][CH2:2]1.C1([N:31]2[C:36](=[O:37])C=C(O)C(C(OC)=O)=C2)CCCC1.ClC1C=C(CN)C=CC=1Cl.[C:53]([O:56]CC)(=[O:55])[CH3:54]. Product: [CH:1]1([N:6]2[CH:7]=[C:8]([C:14]([NH:16][CH2:17][C:18]3[CH:23]=[CH:22][C:21]([Cl:24])=[C:20]([Cl:25])[CH:19]=3)=[O:15])[C:9]([OH:13])=[C:10]([C:36]([NH:31][CH2:54][C:53]([OH:56])=[O:55])=[O:37])[C:11]2=[O:12])[CH2:5][CH2:4][CH2:3][CH2:2]1. The catalyst class is: 33.